Dataset: Full USPTO retrosynthesis dataset with 1.9M reactions from patents (1976-2016). Task: Predict the reactants needed to synthesize the given product. (1) Given the product [Br:13][C:14]1[CH:15]=[C:16]2[C:21](=[CH:22][CH:23]=1)[N:20]([CH2:24][C:25]([NH:7][C:4]1[S:5][CH:6]=[C:2]([Br:1])[C:3]=1[C:8]1[N:12]=[CH:11][NH:10][N:9]=1)=[O:26])[C:19](=[O:28])[CH:18]=[CH:17]2, predict the reactants needed to synthesize it. The reactants are: [Br:1][C:2]1[C:3]([C:8]2[N:12]=[CH:11][NH:10][N:9]=2)=[C:4]([NH2:7])[S:5][CH:6]=1.[Br:13][C:14]1[CH:15]=[C:16]2[C:21](=[CH:22][CH:23]=1)[N:20]([CH2:24][C:25](O)=[O:26])[C:19](=[O:28])[CH:18]=[CH:17]2. (2) Given the product [OH:20][CH2:19][C:10]1([CH2:13][OH:16])[CH2:9][CH2:8][CH2:7][C:6]2[CH:1]=[CH:2][CH:3]=[CH:4][C:5]=2[C:11]1=[O:12], predict the reactants needed to synthesize it. The reactants are: [CH:1]1[C:6]2[CH2:7][CH2:8][CH2:9][CH2:10][C:11](=[O:12])[C:5]=2[CH:4]=[CH:3][CH:2]=1.[C:13](=[O:16])([O-])[O-].[K+].[K+].[CH2:19]=[O:20]. (3) Given the product [NH:2]([C:6](=[O:5])[C:7]([NH:9][C:10]1[CH:11]=[CH:12][C:13]([O:16][CH:17]2[CH2:22][CH2:21][CH:20]([C:23]([O:25][C:26]([CH3:27])([CH3:29])[CH3:28])=[O:24])[CH2:19][CH2:18]2)=[N:14][CH:15]=1)=[O:8])[NH2:3], predict the reactants needed to synthesize it. The reactants are: O.[NH2:2][NH2:3].C[O:5][C:6](=O)[C:7]([NH:9][C:10]1[CH:11]=[CH:12][C:13]([O:16][CH:17]2[CH2:22][CH2:21][CH:20]([C:23]([O:25][C:26]([CH3:29])([CH3:28])[CH3:27])=[O:24])[CH2:19][CH2:18]2)=[N:14][CH:15]=1)=[O:8]. (4) Given the product [ClH:23].[CH3:1][N:2]([CH:10]1[CH2:15][CH2:14][N:13]([CH3:16])[CH2:12][CH2:11]1)[C:3]1[N:4]=[C:5]([NH:9][C:21]([CH:17]2[CH2:20][CH2:19][CH2:18]2)=[O:22])[CH:6]=[CH:7][CH:8]=1, predict the reactants needed to synthesize it. The reactants are: [CH3:1][N:2]([CH:10]1[CH2:15][CH2:14][N:13]([CH3:16])[CH2:12][CH2:11]1)[C:3]1[CH:8]=[CH:7][CH:6]=[C:5]([NH2:9])[N:4]=1.[CH:17]1([C:21]([Cl:23])=[O:22])[CH2:20][CH2:19][CH2:18]1.